This data is from Forward reaction prediction with 1.9M reactions from USPTO patents (1976-2016). The task is: Predict the product of the given reaction. Given the reactants [F:1][C:2]1[CH:7]=[CH:6][CH:5]=[CH:4][C:3]=1[OH:8].[H-].[Na+].[CH3:11][O:12][C:13]([C:15]1[CH:20]=[N:19][C:18](Cl)=[CH:17][N:16]=1)=[O:14].O, predict the reaction product. The product is: [CH3:11][O:12][C:13]([C:15]1[CH:20]=[N:19][C:18]([O:8][C:3]2[CH:4]=[CH:5][CH:6]=[CH:7][C:2]=2[F:1])=[CH:17][N:16]=1)=[O:14].